Dataset: Forward reaction prediction with 1.9M reactions from USPTO patents (1976-2016). Task: Predict the product of the given reaction. (1) Given the reactants [CH2:1]([O:3][C:4](=[O:12])[C:5]1[CH:10]=[CH:9][C:8]([NH2:11])=[CH:7][CH:6]=1)[CH3:2].[Cl:13][C:14]1[CH:15]=[C:16]([CH:19]=[CH:20][C:21]=1[F:22])[CH:17]=O, predict the reaction product. The product is: [CH2:1]([O:3][C:4](=[O:12])[C:5]1[CH:10]=[CH:9][C:8]([N:11]=[CH:17][C:16]2[CH:19]=[CH:20][C:21]([F:22])=[C:14]([Cl:13])[CH:15]=2)=[CH:7][CH:6]=1)[CH3:2]. (2) Given the reactants [C:1]([O:5][C:6]([C:8]1[C:9]([OH:26])=[N:10][C:11]2[C:16]([C:17]=1[C:18]1[CH:23]=[CH:22][CH:21]=[C:20]([Cl:24])[CH:19]=1)=[CH:15][C:14]([Cl:25])=[CH:13][CH:12]=2)=[O:7])([CH3:4])([CH3:3])[CH3:2].[H-].[Na+].C1C=CC(N([S:36]([C:39]([F:42])([F:41])[F:40])(=[O:38])=[O:37])[S:36]([C:39]([F:42])([F:41])[F:40])(=[O:38])=[O:37])=CC=1, predict the reaction product. The product is: [C:1]([O:5][C:6]([C:8]1[C:9]([O:26][S:36]([C:39]([F:42])([F:41])[F:40])(=[O:38])=[O:37])=[N:10][C:11]2[C:16]([C:17]=1[C:18]1[CH:23]=[CH:22][CH:21]=[C:20]([Cl:24])[CH:19]=1)=[CH:15][C:14]([Cl:25])=[CH:13][CH:12]=2)=[O:7])([CH3:4])([CH3:2])[CH3:3]. (3) Given the reactants [NH2:1][C:2]1[C:7]([F:8])=[C:6]([Sn](C)(C)C)[N:5]=[C:4]([C:13]([O:15][CH3:16])=[O:14])[C:3]=1[Cl:17].Br[C:19]1[C:27]([F:28])=[CH:26][C:22]2=[N:23][O:24][N:25]=[C:21]2[CH:20]=1.C(OCC)(=O)C.[Na+].[Cl-], predict the reaction product. The product is: [NH2:1][C:2]1[C:7]([F:8])=[C:6]([C:19]2[C:27]([F:28])=[CH:26][C:22]3=[N:23][O:24][N:25]=[C:21]3[CH:20]=2)[N:5]=[C:4]([C:13]([O:15][CH3:16])=[O:14])[C:3]=1[Cl:17]. (4) Given the reactants Cl[C:2]1[S:6][C:5]([C:7]([N:9]([CH2:12][CH3:13])[CH2:10][CH3:11])=[O:8])=[C:4]2[CH:14]=[CH:15][CH:16]=[CH:17][C:3]=12.[F:18][C:19]([F:37])([F:36])[CH:20]([NH:31][C:32](=[O:35])[CH:33]=[CH2:34])[C:21]1[CH:26]=[CH:25][CH:24]=[C:23]([C:27]([F:30])([F:29])[F:28])[CH:22]=1.N#N, predict the reaction product. The product is: [CH2:10]([N:9]([CH2:12][CH3:13])[C:7]([C:5]1[S:6][C:2](/[CH:34]=[CH:33]/[C:32](=[O:35])[NH:31][CH:20]([C:21]2[CH:26]=[CH:25][CH:24]=[C:23]([C:27]([F:28])([F:29])[F:30])[CH:22]=2)[C:19]([F:36])([F:37])[F:18])=[C:3]2[CH:17]=[CH:16][CH:15]=[CH:14][C:4]=12)=[O:8])[CH3:11].